From a dataset of Forward reaction prediction with 1.9M reactions from USPTO patents (1976-2016). Predict the product of the given reaction. (1) Given the reactants [F:1][C:2]1[CH:7]=[CH:6][CH:5]=[CH:4][C:3]=1[N:8]=[C:9]=[S:10].[OH:11][C:12]1[CH:21]=[C:20]([OH:22])[CH:19]=[CH:18][C:13]=1[C:14]([NH:16][NH2:17])=[O:15].CN(C=O)C, predict the reaction product. The product is: [OH:11][C:12]1[CH:21]=[C:20]([OH:22])[CH:19]=[CH:18][C:13]=1[C:14]([NH:16][NH:17][C:9]([NH:8][C:3]1[CH:4]=[CH:5][CH:6]=[CH:7][C:2]=1[F:1])=[S:10])=[O:15]. (2) Given the reactants [CH3:1][C:2]([NH:5][C:6](=[O:26])[O:7][CH2:8][C@H:9]1[CH2:13][C@@H:12]([NH:14][S:15]([C:18]2[CH:23]=[C:22]([Br:24])[CH:21]=[CH:20][C:19]=2[Br:25])(=[O:17])=[O:16])[CH2:11][NH:10]1)([CH3:4])[CH3:3].C[CH2:28][N:29](C(C)C)C(C)C.BrC#N.C(O)C(N)(CO)CO, predict the reaction product. The product is: [CH3:4][C:2]([NH:5][C:6](=[O:26])[O:7][CH2:8][C@H:9]1[CH2:13][C@@H:12]([NH:14][S:15]([C:18]2[CH:23]=[C:22]([Br:24])[CH:21]=[CH:20][C:19]=2[Br:25])(=[O:16])=[O:17])[CH2:11][N:10]1[C:28]#[N:29])([CH3:1])[CH3:3]. (3) Given the reactants CCN(C(C)C)C(C)C.Cl.[NH2:11][C:12]1[N:17]=[CH:16][N:15]=[C:14]2[N:18]([CH:22]([C:24]3[O:25][C:26](=[O:40])[C:27]4[C:32]([C:33]=3[C:34]3[CH2:35][CH2:36][NH:37][CH2:38][CH:39]=3)=[CH:31][CH:30]=[CH:29][CH:28]=4)[CH3:23])[N:19]=[C:20]([I:21])[C:13]=12.CN(C(ON1N=NC2C=CC=NC1=2)=[N+](C)C)C.F[P-](F)(F)(F)(F)F.Cl.[CH3:66][N:67]([CH3:74])[CH2:68][CH2:69][CH2:70][C:71](O)=[O:72].C(=O)(O)[O-].[Na+], predict the reaction product. The product is: [CH:26]([OH:40])=[O:25].[NH2:11][C:12]1[N:17]=[CH:16][N:15]=[C:14]2[N:18]([CH:22]([C:24]3[O:25][C:26](=[O:40])[C:27]4[C:32]([C:33]=3[C:34]3[CH2:35][CH2:36][N:37]([C:71](=[O:72])[CH2:70][CH2:69][CH2:68][N:67]([CH3:74])[CH3:66])[CH2:38][CH:39]=3)=[CH:31][CH:30]=[CH:29][CH:28]=4)[CH3:23])[N:19]=[C:20]([I:21])[C:13]=12. (4) Given the reactants [C:1]([O:5][C:6](=[O:8])[NH2:7])([CH3:4])([CH3:3])[CH3:2].[H-].[Na+].CI.[CH3:13]N(C=O)C, predict the reaction product. The product is: [C:1]([O:5][C:6](=[O:8])[NH:7][CH3:13])([CH3:4])([CH3:3])[CH3:2]. (5) Given the reactants [F:1][C:2]([F:17])([F:16])[C:3](=O)[CH2:4][C:5]1[CH:14]=[CH:13][C:8]([C:9]([O:11][CH3:12])=[O:10])=[CH:7][CH:6]=1.[CH3:18][N:19]([CH3:21])[NH2:20].C(O)(=O)C, predict the reaction product. The product is: [F:1][C:2]([F:17])([F:16])[C:3](=[N:20][N:19]([CH3:21])[CH3:18])[CH2:4][C:5]1[CH:14]=[CH:13][C:8]([C:9]([O:11][CH3:12])=[O:10])=[CH:7][CH:6]=1.